From a dataset of Full USPTO retrosynthesis dataset with 1.9M reactions from patents (1976-2016). Predict the reactants needed to synthesize the given product. (1) Given the product [NH2:7][CH2:8][C@@H:9]([NH:25][C:26]([C:28]1[S:44][C:31]2=[N:32][C:33]3[C:38]([CH:39]=[C:30]2[CH:29]=1)=[CH:37][C:36]([C:40]([CH3:42])([CH3:41])[CH3:43])=[CH:35][CH:34]=3)=[O:27])[C:10]1[CH:15]=[CH:14][CH:13]=[C:12]([NH:16][C:17]([C:19]2[CH:24]=[N:23][CH:22]=[CH:21][N:20]=2)=[O:18])[CH:11]=1, predict the reactants needed to synthesize it. The reactants are: C(OC(=O)[NH:7][CH2:8][C@@H:9]([NH:25][C:26]([C:28]1[S:44][C:31]2=[N:32][C:33]3[C:38]([CH:39]=[C:30]2[CH:29]=1)=[CH:37][C:36]([C:40]([CH3:43])([CH3:42])[CH3:41])=[CH:35][CH:34]=3)=[O:27])[C:10]1[CH:15]=[CH:14][CH:13]=[C:12]([NH:16][C:17]([C:19]2[CH:24]=[N:23][CH:22]=[CH:21][N:20]=2)=[O:18])[CH:11]=1)(C)(C)C.C(O)(C(F)(F)F)=O.C(Cl)Cl. (2) The reactants are: Br[CH2:2][C:3]1[C:8]([C:9]#[N:10])=[CH:7][CH:6]=[C:5]([O:11][CH3:12])[N:4]=1.[NH2:13][C:14]1[C:15]2[C:16](=[N:20][N:21]([CH2:23][C:24]3[CH:29]=[CH:28][C:27]([CH2:30][N:31]4[CH:36]=[CH:35][CH:34]=[CH:33][C:32]4=[O:37])=[CH:26][CH:25]=3)[CH:22]=2)[N:17]=[CH:18][N:19]=1. Given the product [CH3:12][O:11][C:5]1[N:4]=[C:3]([CH2:2][NH:13][C:14]2[C:15]3[C:16](=[N:20][N:21]([CH2:23][C:24]4[CH:25]=[CH:26][C:27]([CH2:30][N:31]5[CH:36]=[CH:35][CH:34]=[CH:33][C:32]5=[O:37])=[CH:28][CH:29]=4)[CH:22]=3)[N:17]=[CH:18][N:19]=2)[C:8]([C:9]#[N:10])=[CH:7][CH:6]=1, predict the reactants needed to synthesize it. (3) Given the product [CH:14]1([N:13]([CH:17]2[CH2:19][CH2:18]2)[C:11]([C:9]2[N:8]([CH2:20][CH3:21])[C:6]3=[N:7][C:2]([NH:1][C:35]4[S:36][C:32]5[CH:31]=[CH:30][C:29]([F:28])=[CH:40][C:33]=5[N:34]=4)=[C:3]4[N:24]=[CH:23][N:22]([CH3:25])[C:4]4=[C:5]3[CH:10]=2)=[O:12])[CH2:16][CH2:15]1, predict the reactants needed to synthesize it. The reactants are: [NH2:1][C:2]1[N:7]=[C:6]2[N:8]([CH2:20][CH3:21])[C:9]([C:11]([N:13]([CH:17]3[CH2:19][CH2:18]3)[CH:14]3[CH2:16][CH2:15]3)=[O:12])=[CH:10][C:5]2=[C:4]2[N:22]([CH3:25])[CH:23]=[N:24][C:3]=12.[H-].[Na+].[F:28][C:29]1[CH:30]=[CH:31][C:32]2[S:36][C:35](S(C)=O)=[N:34][C:33]=2[CH:40]=1. (4) Given the product [CH:12]([O:7][C:6](=[O:8])[C:5]1[CH:9]=[C:10]([CH3:11])[C:2]([Cl:1])=[N:3][CH:4]=1)([CH3:14])[CH3:13], predict the reactants needed to synthesize it. The reactants are: [Cl:1][C:2]1[C:10]([CH3:11])=[CH:9][C:5]([C:6]([OH:8])=[O:7])=[CH:4][N:3]=1.[CH:12](O)([CH3:14])[CH3:13]. (5) The reactants are: C(OC(=O)[NH:7][CH2:8][C:9]1[CH:14]=[CH:13][C:12]([NH:15][C:16]2[CH:21]=[CH:20][C:19]([F:22])=[CH:18][C:17]=2[C:23]#[N:24])=[CH:11][CH:10]=1)(C)(C)C.[F:26][C:27]([F:32])([F:31])[C:28]([OH:30])=[O:29]. Given the product [F:26][C:27]([F:32])([F:31])[C:28]([OH:30])=[O:29].[NH2:7][CH2:8][C:9]1[CH:10]=[CH:11][C:12]([NH:15][C:16]2[CH:21]=[CH:20][C:19]([F:22])=[CH:18][C:17]=2[C:23]#[N:24])=[CH:13][CH:14]=1, predict the reactants needed to synthesize it. (6) Given the product [NH2:5][CH:6]([C:11]1[CH:16]=[CH:15][C:14]([O:17][CH3:18])=[C:13]([O:19][CH3:20])[CH:12]=1)[CH2:7][C:8]([O:10][CH3:21])=[O:9], predict the reactants needed to synthesize it. The reactants are: O=S(Cl)Cl.[NH2:5][CH:6]([C:11]1[CH:16]=[CH:15][C:14]([O:17][CH3:18])=[C:13]([O:19][CH3:20])[CH:12]=1)[CH2:7][C:8]([OH:10])=[O:9].[CH3:21]O. (7) The reactants are: [O:1]1[CH2:6][CH2:5][CH:4]([C:7]([O:9]C)=O)[CH2:3][CH2:2]1.O.[NH3:12]. Given the product [O:1]1[CH2:6][CH2:5][CH:4]([C:7]([NH2:12])=[O:9])[CH2:3][CH2:2]1, predict the reactants needed to synthesize it. (8) Given the product [C:1]1([CH:7]([C:30]2[CH:31]=[CH:32][CH:33]=[CH:34][CH:35]=2)[N:8]2[C:16]3[C:11](=[CH:12][CH:13]=[CH:14][CH:15]=3)[C@@:10]3([C:19]4=[CH:20][C:21]5[O:25][CH2:24][O:23][C:22]=5[CH:26]=[C:27]4[O:18][CH2:17]3)[C:9]2=[O:29])[CH:2]=[CH:3][CH:4]=[CH:5][CH:6]=1, predict the reactants needed to synthesize it. The reactants are: [C:1]1([CH:7]([C:30]2[CH:35]=[CH:34][CH:33]=[CH:32][CH:31]=2)[N:8]2[C:16]3[C:11](=[CH:12][CH:13]=[CH:14][CH:15]=3)[C@:10]([C:19]3[C:27](O)=[CH:26][C:22]4[O:23][CH2:24][O:25][C:21]=4[CH:20]=3)([CH2:17][OH:18])[C:9]2=[O:29])[CH:6]=[CH:5][CH:4]=[CH:3][CH:2]=1.C1(P(C2C=CC=CC=2)C2C=CC=CN=2)C=CC=CC=1.CC(OC(/N=N/C(OC(C)(C)C)=O)=O)(C)C.